The task is: Predict the reaction yield, written as a fraction of the theoretical maximum amount of product (1.0 means a 100% yield; for example, 0.34 means a 34% yield).. This data is from Reaction yield outcomes from USPTO patents with 853,638 reactions. (1) The reactants are [CH:1]1([C:4]2[CH:9]=[CH:8][C:7]([NH:10][C:11](=O)[CH2:12][O:13][CH3:14])=[CH:6][CH:5]=2)[CH2:3][CH2:2]1.[H-].[H-].[H-].[H-].[Li+].[Al+3]. The catalyst is C1COCC1.O.CCOC(C)=O. The product is [CH:1]1([C:4]2[CH:9]=[CH:8][C:7]([NH:10][CH2:11][CH2:12][O:13][CH3:14])=[CH:6][CH:5]=2)[CH2:3][CH2:2]1. The yield is 0.790. (2) The reactants are C1COCC1.C([O:13][C:14]1[CH:15]=[C:16]2[N:26]([C:27]([C:29]3[NH:30][C:31]4[C:36]([CH:37]=3)=[CH:35][C:34]([O:38][CH3:39])=[CH:33][CH:32]=4)=[O:28])[CH2:25][CH:24]([CH2:40][Cl:41])[C:17]2=[C:18]2[C:23]=1[N:22]=[CH:21][CH:20]=[CH:19]2)C1C=CC=CC=1. The catalyst is O.[Pd]. The product is [Cl:41][CH2:40][CH:24]1[C:17]2=[C:18]3[C:23](=[C:14]([OH:13])[CH:15]=[C:16]2[N:26]([C:27]([C:29]2[NH:30][C:31]4[C:36]([CH:37]=2)=[CH:35][C:34]([O:38][CH3:39])=[CH:33][CH:32]=4)=[O:28])[CH2:25]1)[N:22]=[CH:21][CH:20]=[CH:19]3. The yield is 0.890. (3) The reactants are [F:1][C:2]1[C:7]([CH:8]2[CH2:12][NH:11][C:10](=[O:13])[CH2:9]2)=[CH:6][CH:5]=[CH:4][N:3]=1.I[CH3:15].[H-].[Na+]. The catalyst is CN(C=O)C.CCOC(C)=O. The product is [F:1][C:2]1[C:7]([CH:8]2[CH2:12][N:11]([CH3:15])[C:10](=[O:13])[CH2:9]2)=[CH:6][CH:5]=[CH:4][N:3]=1. The yield is 0.830. (4) The product is [F:1][C:2]1[C:10]([O:11][C:12]2[C:21]3[C:16](=[CH:17][C:18]([O:24][CH2:25][CH:26]4[CH2:31][CH2:30][N:29]([CH3:33])[CH2:28][CH2:27]4)=[C:19]([O:22][CH3:23])[CH:20]=3)[N:15]=[N:14][CH:13]=2)=[CH:9][CH:8]=[C:7]2[C:3]=1[CH:4]=[C:5]([CH3:32])[NH:6]2. The yield is 0.430. The catalyst is C(Cl)Cl.CO.C(O)(=O)C. The reactants are [F:1][C:2]1[C:10]([O:11][C:12]2[C:21]3[C:16](=[CH:17][C:18]([O:24][CH2:25][CH:26]4[CH2:31][CH2:30][NH:29][CH2:28][CH2:27]4)=[C:19]([O:22][CH3:23])[CH:20]=3)[N:15]=[N:14][CH:13]=2)=[CH:9][CH:8]=[C:7]2[C:3]=1[CH:4]=[C:5]([CH3:32])[NH:6]2.[C:33]([O-])(=O)C.[Na+].C=O.[BH4-].[Na+].C(O)(=O)C.C(O)(=O)C.C(O)(=O)C. (5) The reactants are [NH2:1][C:2]1[C:11]2[C:6](=[C:7](I)[C:8]([F:12])=[CH:9][CH:10]=2)[N:5]=[N:4][C:3]=1[C:14]([NH:16][CH2:17][CH2:18][CH3:19])=[O:15].[CH3:20][O:21][C:22]1[CH:27]=[C:26]([F:28])[CH:25]=[CH:24][C:23]=1B(O)O. No catalyst specified. The product is [NH2:1][C:2]1[C:11]2[C:6](=[C:7]([C:23]3[CH:24]=[CH:25][C:26]([F:28])=[CH:27][C:22]=3[O:21][CH3:20])[C:8]([F:12])=[CH:9][CH:10]=2)[N:5]=[N:4][C:3]=1[C:14]([NH:16][CH2:17][CH2:18][CH3:19])=[O:15]. The yield is 0.530. (6) The reactants are Br[C:2]1[S:3][C:4]2[CH:10]=[C:9]([CH2:11][N:12]3[C:16]4[CH:17]=[C:18]([O:23][CH3:24])[C:19]([O:21][CH3:22])=[CH:20][C:15]=4[N:14]=[CH:13]3)[CH:8]=[CH:7][C:5]=2[N:6]=1.[NH2:25][CH:26]1[CH2:31][CH2:30][N:29]([C:32](=[O:34])[CH3:33])[CH2:28][CH2:27]1.CCN(C(C)C)C(C)C. The catalyst is CC(N(C)C)=O. The product is [C:19]([OH:21])(=[O:34])[CH3:20].[CH3:22][O:21][C:19]1[C:18]([O:23][CH3:24])=[CH:17][C:16]2[N:12]([CH2:11][C:9]3[CH:8]=[CH:7][C:5]4[N:6]=[C:2]([NH:25][CH:26]5[CH2:31][CH2:30][N:29]([C:32](=[O:34])[CH3:33])[CH2:28][CH2:27]5)[S:3][C:4]=4[CH:10]=3)[CH:13]=[N:14][C:15]=2[CH:20]=1. The yield is 0.0700. (7) The reactants are [Cl:1][C:2]1[CH:7]=[CH:6][C:5]([C:8]2[C:14]3[C:15]([CH3:19])=[C:16]([CH3:18])[S:17][C:13]=3[N:12]3[C:20]([CH3:23])=[N:21][N:22]=[C:11]3[C@H:10]([CH2:24][C:25]([NH:27][CH2:28][CH2:29][CH2:30][N:31]3[CH2:36][CH2:35][N:34]([C:37](=[O:51])[CH2:38][CH2:39][CH2:40][CH2:41][CH2:42][NH:43]C(=O)OC(C)(C)C)[CH2:33][CH2:32]3)=[O:26])[N:9]=2)=[CH:4][CH:3]=1.Cl. The catalyst is C(Cl)Cl.CO.O1CCOCC1. The product is [NH2:43][CH2:42][CH2:41][CH2:40][CH2:39][CH2:38][C:37]([N:34]1[CH2:35][CH2:36][N:31]([CH2:30][CH2:29][CH2:28][NH:27][C:25](=[O:26])[CH2:24][C@@H:10]2[N:9]=[C:8]([C:5]3[CH:4]=[CH:3][C:2]([Cl:1])=[CH:7][CH:6]=3)[C:14]3[C:15]([CH3:19])=[C:16]([CH3:18])[S:17][C:13]=3[N:12]3[C:20]([CH3:23])=[N:21][N:22]=[C:11]23)[CH2:32][CH2:33]1)=[O:51]. The yield is 0.870.